Dataset: Acute oral toxicity (LD50) regression data from Zhu et al.. Task: Regression/Classification. Given a drug SMILES string, predict its toxicity properties. Task type varies by dataset: regression for continuous values (e.g., LD50, hERG inhibition percentage) or binary classification for toxic/non-toxic outcomes (e.g., AMES mutagenicity, cardiotoxicity, hepatotoxicity). Dataset: ld50_zhu. (1) The molecule is COP(=S)(OC)SCSc1cc(Cl)cc(Cl)c1. The rat oral LD50 is 2.90, given as -log10 of the dose in mol/kg body weight (higher means more acutely toxic). (2) The drug is O=C1C(Cl)=C(Cl)C(=O)C1=C(Cl)Cl. The rat oral LD50 is 2.03, given as -log10 of the dose in mol/kg body weight (higher means more acutely toxic). (3) The drug is CCOP(=O)(OCC)C(SCC)(P(=O)(OCC)OCC)P(=O)(OCC)OCC. The rat oral LD50 is 4.83, given as -log10 of the dose in mol/kg body weight (higher means more acutely toxic). (4) The molecule is CC(C)C1C=C2CCC3C(C)(CO)CCCC3(C)C2CC1. The rat oral LD50 is 0.618, given as -log10 of the dose in mol/kg body weight (higher means more acutely toxic). (5) The molecule is O=C(O)C=CC(=O)O. The rat oral LD50 is 2.21, given as -log10 of the dose in mol/kg body weight (higher means more acutely toxic).